Dataset: NCI-60 drug combinations with 297,098 pairs across 59 cell lines. Task: Regression. Given two drug SMILES strings and cell line genomic features, predict the synergy score measuring deviation from expected non-interaction effect. (1) Drug 1: CC=C1C(=O)NC(C(=O)OC2CC(=O)NC(C(=O)NC(CSSCCC=C2)C(=O)N1)C(C)C)C(C)C. Drug 2: CN(CCCl)CCCl.Cl. Cell line: SNB-19. Synergy scores: CSS=54.3, Synergy_ZIP=3.26, Synergy_Bliss=2.31, Synergy_Loewe=-29.4, Synergy_HSA=2.83. (2) Drug 1: CC(C)CN1C=NC2=C1C3=CC=CC=C3N=C2N. Drug 2: CC1C(C(CC(O1)OC2CC(CC3=C2C(=C4C(=C3O)C(=O)C5=C(C4=O)C(=CC=C5)OC)O)(C(=O)CO)O)N)O.Cl. Cell line: A549. Synergy scores: CSS=38.4, Synergy_ZIP=0.395, Synergy_Bliss=-1.99, Synergy_Loewe=-13.7, Synergy_HSA=-0.566. (3) Drug 1: CC1=CC2C(CCC3(C2CCC3(C(=O)C)OC(=O)C)C)C4(C1=CC(=O)CC4)C. Drug 2: COCCOC1=C(C=C2C(=C1)C(=NC=N2)NC3=CC=CC(=C3)C#C)OCCOC.Cl. Cell line: 786-0. Synergy scores: CSS=-0.882, Synergy_ZIP=-1.27, Synergy_Bliss=-3.76, Synergy_Loewe=-10.0, Synergy_HSA=-5.23. (4) Drug 1: C1=NC2=C(N1)C(=S)N=CN2. Drug 2: C1C(C(OC1N2C=NC3=C2NC=NCC3O)CO)O. Cell line: COLO 205. Synergy scores: CSS=27.1, Synergy_ZIP=-2.42, Synergy_Bliss=3.79, Synergy_Loewe=0.434, Synergy_HSA=4.95. (5) Drug 1: C1=NC2=C(N=C(N=C2N1C3C(C(C(O3)CO)O)F)Cl)N. Drug 2: CS(=O)(=O)CCNCC1=CC=C(O1)C2=CC3=C(C=C2)N=CN=C3NC4=CC(=C(C=C4)OCC5=CC(=CC=C5)F)Cl. Cell line: HCT-15. Synergy scores: CSS=-0.0390, Synergy_ZIP=-3.21, Synergy_Bliss=-1.93, Synergy_Loewe=-4.97, Synergy_HSA=-4.42. (6) Drug 1: C1CN1P(=S)(N2CC2)N3CC3. Drug 2: CS(=O)(=O)CCNCC1=CC=C(O1)C2=CC3=C(C=C2)N=CN=C3NC4=CC(=C(C=C4)OCC5=CC(=CC=C5)F)Cl. Cell line: SK-OV-3. Synergy scores: CSS=15.1, Synergy_ZIP=-7.10, Synergy_Bliss=0.892, Synergy_Loewe=-4.70, Synergy_HSA=0.231. (7) Drug 1: C1CN1P(=S)(N2CC2)N3CC3. Drug 2: C(CC(=O)O)C(=O)CN.Cl. Cell line: PC-3. Synergy scores: CSS=11.8, Synergy_ZIP=-5.40, Synergy_Bliss=1.37, Synergy_Loewe=2.37, Synergy_HSA=2.99.